This data is from NCI-60 drug combinations with 297,098 pairs across 59 cell lines. The task is: Regression. Given two drug SMILES strings and cell line genomic features, predict the synergy score measuring deviation from expected non-interaction effect. (1) Drug 1: COC1=C(C=C2C(=C1)N=CN=C2NC3=CC(=C(C=C3)F)Cl)OCCCN4CCOCC4. Cell line: UACC-257. Synergy scores: CSS=24.7, Synergy_ZIP=4.27, Synergy_Bliss=8.43, Synergy_Loewe=9.14, Synergy_HSA=11.0. Drug 2: C1=CC(=CC=C1CCCC(=O)O)N(CCCl)CCCl. (2) Drug 1: CS(=O)(=O)C1=CC(=C(C=C1)C(=O)NC2=CC(=C(C=C2)Cl)C3=CC=CC=N3)Cl. Cell line: UO-31. Drug 2: CC12CCC3C(C1CCC2OP(=O)(O)O)CCC4=C3C=CC(=C4)OC(=O)N(CCCl)CCCl.[Na+]. Synergy scores: CSS=7.59, Synergy_ZIP=-13.9, Synergy_Bliss=-24.5, Synergy_Loewe=-27.8, Synergy_HSA=-21.8. (3) Cell line: RXF 393. Drug 1: C(CC(=O)O)C(=O)CN.Cl. Synergy scores: CSS=4.79, Synergy_ZIP=-1.90, Synergy_Bliss=1.02, Synergy_Loewe=-1.74, Synergy_HSA=0.161. Drug 2: C(CN)CNCCSP(=O)(O)O.